Task: Predict the product of the given reaction.. Dataset: Forward reaction prediction with 1.9M reactions from USPTO patents (1976-2016) (1) The product is: [F:1][C:2]1[C:7]([O:8][CH3:9])=[CH:6][C:5]([O:10][CH3:11])=[C:4]([F:12])[C:3]=1[C:13]1[N:18]=[C:17]2[NH:19][N:20]=[C:21]([C:31]3[CH:32]=[C:33]4[C:38](=[CH:39][CH:40]=3)[CH2:37][N:36]([C:41]([O:43][C:44]([CH3:47])([CH3:46])[CH3:45])=[O:42])[CH2:35][CH2:34]4)[C:16]2=[CH:15][N:14]=1. Given the reactants [F:1][C:2]1[C:7]([O:8][CH3:9])=[CH:6][C:5]([O:10][CH3:11])=[C:4]([F:12])[C:3]=1[C:13]1[N:18]=[C:17]2[NH:19][N:20]=[C:21](I)[C:16]2=[CH:15][N:14]=1.CC1(C)C(C)(C)OB([C:31]2[CH:32]=[C:33]3[C:38](=[CH:39][CH:40]=2)[CH2:37][N:36]([C:41]([O:43][C:44]([CH3:47])([CH3:46])[CH3:45])=[O:42])[CH2:35][CH2:34]3)O1, predict the reaction product. (2) Given the reactants [CH:1]1([CH2:4][N:5]([CH2:18][CH2:19][OH:20])[C:6]2[CH:13]=[CH:12][C:9]([C:10]#[N:11])=[C:8]([C:14]([F:17])([F:16])[F:15])[CH:7]=2)[CH2:3][CH2:2]1.[CH3:21][O:22][C:23]1[CH:28]=[CH:27][C:26](O)=[CH:25][CH:24]=1, predict the reaction product. The product is: [CH:1]1([CH2:4][N:5]([CH2:18][CH2:19][O:20][C:26]2[CH:27]=[CH:28][C:23]([O:22][CH3:21])=[CH:24][CH:25]=2)[C:6]2[CH:13]=[CH:12][C:9]([C:10]#[N:11])=[C:8]([C:14]([F:16])([F:17])[F:15])[CH:7]=2)[CH2:2][CH2:3]1. (3) The product is: [C:21]1([NH:20][C:18](=[O:19])[NH:17][C:14]2[CH:13]=[CH:12][C:11]([C:8]3[CH:7]=[C:6]([C:4]([OH:5])=[O:3])[O:10][N:9]=3)=[CH:16][CH:15]=2)[CH:22]=[CH:23][CH:24]=[CH:25][CH:26]=1. Given the reactants C([O:3][C:4]([C:6]1[O:10][N:9]=[C:8]([C:11]2[CH:16]=[CH:15][C:14]([NH:17][C:18]([NH:20][C:21]3[CH:26]=[CH:25][CH:24]=[CH:23][CH:22]=3)=[O:19])=[CH:13][CH:12]=2)[CH:7]=1)=[O:5])C.[K+].[Br-], predict the reaction product. (4) Given the reactants C1COCC1.[O:6]=[C:7]1[NH:11][C:10]([C:12]([O:14]CC)=O)=[CH:9][O:8]1.[OH-].[Na+].O.Cl.CCN(C(C)C)C(C)C.CN(C(ON1N=NC2C=CC=NC1=2)=[N+](C)C)C.F[P-](F)(F)(F)(F)F.[NH2:54][C@H:55]([CH2:64][C:65]1[CH:70]=[CH:69][C:68]([C:71]2[CH:76]=[CH:75][CH:74]=[CH:73][C:72]=2[F:77])=[CH:67][CH:66]=1)[CH2:56][C@:57]([CH2:62][OH:63])([CH3:61])[C:58]([OH:60])=[O:59], predict the reaction product. The product is: [F:77][C:72]1[CH:73]=[CH:74][CH:75]=[CH:76][C:71]=1[C:68]1[CH:69]=[CH:70][C:65]([CH2:64][C@@H:55]([NH:54][C:12]([C:10]2[NH:11][C:7](=[O:6])[O:8][CH:9]=2)=[O:14])[CH2:56][C@:57]([CH2:62][OH:63])([CH3:61])[C:58]([OH:60])=[O:59])=[CH:66][CH:67]=1. (5) Given the reactants [CH:1](=O)[CH2:2][CH2:3][CH2:4][CH2:5][CH3:6].[C:8]1([NH:14][OH:15])[CH:13]=[CH:12][CH:11]=[CH:10][CH:9]=1, predict the reaction product. The product is: [C:6]1([N+:14]([O-:15])=[CH:8][CH2:9][CH2:10][CH2:11][CH2:12][CH3:13])[CH:5]=[CH:4][CH:3]=[CH:2][CH:1]=1. (6) Given the reactants [NH:1]1[C:9]2[CH:8]=[CH:7][CH:6]=[C:5]([C:10]([O:12][CH3:13])=[O:11])[C:4]=2[CH:3]=[CH:2]1.[H-].[Na+].[CH2:16](Br)[C:17]1[CH:22]=[CH:21][CH:20]=[CH:19][CH:18]=1, predict the reaction product. The product is: [CH2:16]([N:1]1[C:9]2[CH:8]=[CH:7][CH:6]=[C:5]([C:10]([O:12][CH3:13])=[O:11])[C:4]=2[CH:3]=[CH:2]1)[C:17]1[CH:22]=[CH:21][CH:20]=[CH:19][CH:18]=1. (7) Given the reactants Cl[C:2]1[CH:7]=[C:6]([O:8][C:9]2[CH:10]=[CH:11][C:12]([N:16]3[C:20](=[O:21])[NH:19][C:18]([C:22]4[CH:27]=[CH:26][C:25]([F:28])=[CH:24][CH:23]=4)=[N:17]3)=[N:13][C:14]=2[CH3:15])[CH:5]=[CH:4][N:3]=1.[CH3:29][N:30]1[CH:34]=[C:33](B2OC(C)(C)C(C)(C)O2)[CH:32]=[N:31]1.C([O-])([O-])=O.[K+].[K+], predict the reaction product. The product is: [F:28][C:25]1[CH:26]=[CH:27][C:22]([C:18]2[NH:19][C:20](=[O:21])[N:16]([C:12]3[CH:11]=[CH:10][C:9]([O:8][C:6]4[CH:5]=[CH:4][N:3]=[C:2]([C:33]5[CH:32]=[N:31][N:30]([CH3:29])[CH:34]=5)[CH:7]=4)=[C:14]([CH3:15])[N:13]=3)[N:17]=2)=[CH:23][CH:24]=1.